This data is from Reaction yield outcomes from USPTO patents with 853,638 reactions. The task is: Predict the reaction yield, written as a fraction of the theoretical maximum amount of product (1.0 means a 100% yield; for example, 0.34 means a 34% yield). (1) The reactants are [H-].[Na+].[OH:3][C:4]1[CH:11]=[CH:10][C:7]([CH:8]=[O:9])=[CH:6][CH:5]=1.Cl[C:13]1[N:18]=[CH:17][CH:16]=[CH:15][N:14]=1. The catalyst is CN(C=O)C. The product is [N:14]1[CH:15]=[CH:16][CH:17]=[N:18][C:13]=1[O:3][C:4]1[CH:11]=[CH:10][C:7]([CH:8]=[O:9])=[CH:6][CH:5]=1. The yield is 0.860. (2) The reactants are [OH-].[K+].[CH3:3][CH:4]([O:6][C:7]1[CH:16]=[C:15]2[C:10]([C:11]([C:40]([O:42]C)=[O:41])=[C:12]([CH2:27][N:28]3[CH2:33][CH2:32][CH:31]([N:34]4[CH2:39][CH2:38][O:37][CH2:36][CH2:35]4)[CH2:30][CH2:29]3)[C:13]([C:17]3[CH:22]=[CH:21][CH:20]=[C:19]([C:23]([F:26])([F:25])[F:24])[CH:18]=3)=[N:14]2)=[CH:9][C:8]=1[S:44]([CH3:47])(=[O:46])=[O:45])[CH3:5]. The catalyst is CO.O. The product is [CH3:5][CH:4]([O:6][C:7]1[CH:16]=[C:15]2[C:10]([C:11]([C:40]([OH:42])=[O:41])=[C:12]([CH2:27][N:28]3[CH2:29][CH2:30][CH:31]([N:34]4[CH2:39][CH2:38][O:37][CH2:36][CH2:35]4)[CH2:32][CH2:33]3)[C:13]([C:17]3[CH:22]=[CH:21][CH:20]=[C:19]([C:23]([F:26])([F:24])[F:25])[CH:18]=3)=[N:14]2)=[CH:9][C:8]=1[S:44]([CH3:47])(=[O:46])=[O:45])[CH3:3]. The yield is 0.960. (3) The reactants are Br[C:2]1[C:3]([CH3:14])=[C:4]([CH3:13])[C:5]2[O:9][C:8]([CH3:11])([CH3:10])[CH2:7][C:6]=2[CH:12]=1.[CH3:15][O:16][C:17]1[CH:22]=[CH:21][C:20]([N:23]2[CH2:28][CH2:27][NH:26][CH2:25][CH2:24]2)=[CH:19][CH:18]=1. No catalyst specified. The product is [CH3:15][O:16][C:17]1[CH:18]=[CH:19][C:20]([N:23]2[CH2:28][CH2:27][N:26]([C:2]3[C:3]([CH3:14])=[C:4]([CH3:13])[C:5]4[O:9][C:8]([CH3:11])([CH3:10])[CH2:7][C:6]=4[CH:12]=3)[CH2:25][CH2:24]2)=[CH:21][CH:22]=1. The yield is 0.580. (4) The reactants are Br[C:2]([C@:4]([C:28](=[O:35])[C:29]1[CH:34]=[CH:33][CH:32]=[CH:31][CH:30]=1)([C@:6]([C:20](=[O:27])[C:21]1[CH:26]=[CH:25][CH:24]=[CH:23][CH:22]=1)([C@:8]([C:12](=[O:19])[C:13]1[CH:18]=[CH:17][CH:16]=[CH:15][CH:14]=1)([CH2:10][OH:11])[OH:9])[OH:7])[OH:5])=[O:3].O. The catalyst is CC(C)=O.C(=O)([O-])[O-].[Ag+2]. The product is [C:28]([C@@:4]([C@:6]([C:20](=[O:27])[C:21]1[CH:22]=[CH:23][CH:24]=[CH:25][CH:26]=1)([C@:8]([C:12](=[O:19])[C:13]1[CH:14]=[CH:15][CH:16]=[CH:17][CH:18]=1)([CH2:10][OH:11])[OH:9])[OH:7])([OH:5])[CH:2]=[O:3])(=[O:35])[C:29]1[CH:30]=[CH:31][CH:32]=[CH:33][CH:34]=1. The yield is 0.850. (5) The reactants are [CH2:1]([N:3]1[C:11]2[C:6](=[CH:7][CH:8]=[C:9]([O:12][CH3:13])[CH:10]=2)[C:5]([C:14]#[N:15])=[C:4]1[C:16]1[CH:17]=[CH:18][C:19]2[O:24][CH2:23][C:22](=[O:25])[NH:21][C:20]=2[CH:26]=1)[CH3:2].[H-].[Na+].[CH3:29]I. The catalyst is C1COCC1. The product is [CH2:1]([N:3]1[C:11]2[C:6](=[CH:7][CH:8]=[C:9]([O:12][CH3:13])[CH:10]=2)[C:5]([C:14]#[N:15])=[C:4]1[C:16]1[CH:17]=[CH:18][C:19]2[O:24][CH2:23][C:22](=[O:25])[N:21]([CH3:29])[C:20]=2[CH:26]=1)[CH3:2]. The yield is 0.760. (6) The reactants are Br[CH2:2][CH2:3][O:4][C:5]1[C:10]([O:11][CH2:12][CH2:13][CH:14]([C:16]2[CH:21]=[CH:20][C:19]([F:22])=[CH:18][CH:17]=2)[CH3:15])=[C:9]([O:23][CH3:24])[C:8]([Cl:25])=[C:7]([CH3:26])[C:6]=1[C:27](=[O:29])[CH3:28].Br.BrC[C:33]1[CH:38]=[CH:37][CH:36]=C[N:34]=1. No catalyst specified. The product is [Cl:25][C:8]1[C:7]([CH3:26])=[C:6]([C:27](=[O:29])[CH3:28])[C:5]([O:4][CH2:3][C:2]2[CH:36]=[CH:37][CH:38]=[CH:33][N:34]=2)=[C:10]([O:11][CH2:12][CH2:13][CH:14]([C:16]2[CH:21]=[CH:20][C:19]([F:22])=[CH:18][CH:17]=2)[CH3:15])[C:9]=1[O:23][CH3:24]. The yield is 0.490.